Dataset: Reaction yield outcomes from USPTO patents with 853,638 reactions. Task: Predict the reaction yield, written as a fraction of the theoretical maximum amount of product (1.0 means a 100% yield; for example, 0.34 means a 34% yield). (1) The reactants are [CH2:1]([O:3][C@@H:4]([CH2:10][C:11]1[CH:16]=[CH:15][C:14]([O:17][CH2:18][C:19]([N:21]([CH2:30][CH2:31][CH2:32][CH2:33][CH2:34][CH3:35])[CH2:22][CH2:23][C:24]2[CH:29]=[CH:28][CH:27]=[CH:26][CH:25]=2)=[O:20])=[CH:13][CH:12]=1)[C:5]([O:7]CC)=[O:6])[CH3:2].[Li+].[OH-].Cl. The catalyst is C1COCC1. The product is [CH2:1]([O:3][C@@H:4]([CH2:10][C:11]1[CH:16]=[CH:15][C:14]([O:17][CH2:18][C:19]([N:21]([CH2:30][CH2:31][CH2:32][CH2:33][CH2:34][CH3:35])[CH2:22][CH2:23][C:24]2[CH:25]=[CH:26][CH:27]=[CH:28][CH:29]=2)=[O:20])=[CH:13][CH:12]=1)[C:5]([OH:7])=[O:6])[CH3:2]. The yield is 0.960. (2) The reactants are Br[C:2]1[CH:9]=[CH:8][CH:7]=[CH:6][C:3]=1[CH2:4][OH:5].[CH2:10]([NH2:16])[CH2:11][CH2:12][CH2:13][CH2:14][CH3:15]. No catalyst specified. The product is [CH2:10]([NH:16][C:2]1[CH:9]=[CH:8][CH:7]=[CH:6][C:3]=1[CH2:4][OH:5])[CH2:11][CH2:12][CH2:13][CH2:14][CH3:15]. The yield is 0.810. (3) The reactants are Cl.[CH2:2]([O:9][C:10]1[CH:15]=[CH:14][C:13]([NH:16][NH2:17])=[CH:12][CH:11]=1)[C:3]1[CH:8]=[CH:7][CH:6]=[CH:5][CH:4]=1.[CH3:18][C:19]([CH3:26])([CH3:25])[C:20](=O)[CH2:21][C:22]#[N:23].Cl. No catalyst specified. The product is [C:19]([C:20]1[CH:21]=[C:22]([NH2:23])[N:16]([C:13]2[CH:12]=[CH:11][C:10]([O:9][CH2:2][C:3]3[CH:4]=[CH:5][CH:6]=[CH:7][CH:8]=3)=[CH:15][CH:14]=2)[N:17]=1)([CH3:26])([CH3:25])[CH3:18]. The yield is 0.850. (4) The product is [C:9]([C:13]1[CH:14]=[CH:15][C:16]([S:19][C:2]2[CH:3]=[C:4]([OH:8])[CH:5]=[CH:6][CH:7]=2)=[CH:17][CH:18]=1)([CH3:12])([CH3:10])[CH3:11]. The yield is 0.900. The catalyst is [Cu]I.CC(O)C. The reactants are I[C:2]1[CH:3]=[C:4]([OH:8])[CH:5]=[CH:6][CH:7]=1.[C:9]([C:13]1[CH:18]=[CH:17][C:16]([SH:19])=[CH:15][CH:14]=1)([CH3:12])([CH3:11])[CH3:10].C([O-])([O-])=O.[K+].[K+].C(O)CO. (5) The reactants are Cl.[CH2:2]([O:4][C:5](=[O:10])[CH:6]=[C:7]([NH2:9])[NH2:8])[CH3:3].C(N(CC)CC)C.[C:18](#[N:21])[CH:19]=[CH2:20]. The catalyst is O1CCCC1. The product is [CH2:2]([O:4][C:5](=[O:10])[C:6]([CH2:20][CH2:19][C:18]#[N:21])=[C:7]([NH2:9])[NH2:8])[CH3:3]. The yield is 0.250. (6) The reactants are [C:1]([NH:4][C:5]1[C:6]2[N:7]=[CH:8][N:9]([C:42]=2[N:43]=[CH:44][N:45]=1)[C@@H:10]1[O:41][C@H:15]([CH2:16][O:17][C:18]([C:35]2[CH:40]=[CH:39][CH:38]=[CH:37][CH:36]=2)([C:27]2[CH:32]=[CH:31][C:30]([O:33][CH3:34])=[CH:29][CH:28]=2)[C:19]2[CH:24]=[CH:23][C:22]([O:25][CH3:26])=[CH:21][CH:20]=2)[C@@H:13]([OH:14])[C@H:11]1[OH:12])(=[O:3])[CH3:2].C(N(C(C)C)CC)(C)C.[C:55]([CH2:57][CH2:58][O:59][CH2:60]Cl)#[N:56].C(=O)(O)[O-].[Na+]. The catalyst is ClCCCl. The product is [C:1]([NH:4][C:5]1[C:6]2[N:7]=[CH:8][N:9]([C:42]=2[N:43]=[CH:44][N:45]=1)[C@@H:10]1[O:41][C@H:15]([CH2:16][O:17][C:18]([C:35]2[CH:36]=[CH:37][CH:38]=[CH:39][CH:40]=2)([C:19]2[CH:20]=[CH:21][C:22]([O:25][CH3:26])=[CH:23][CH:24]=2)[C:27]2[CH:32]=[CH:31][C:30]([O:33][CH3:34])=[CH:29][CH:28]=2)[C@@H:13]([OH:14])[C@H:11]1[O:12][CH2:60][O:59][CH2:58][CH2:57][C:55]#[N:56])(=[O:3])[CH3:2]. The yield is 0.330. (7) The reactants are [CH3:1][N:2]1[CH2:7][CH2:6][O:5][C@H:4]([CH2:8][OH:9])[CH2:3]1.[H-].[Na+].[C:12]1([N:18]2[CH2:23][CH2:22][N:21]([C:24](OC3C=CC([N+]([O-])=O)=CC=3)=[O:25])[CH2:20][CH2:19]2)[CH:17]=[CH:16][CH:15]=[CH:14][CH:13]=1. The catalyst is C1COCC1. The product is [C:12]1([N:18]2[CH2:19][CH2:20][N:21]([C:24]([O:9][CH2:8][C@H:4]3[O:5][CH2:6][CH2:7][N:2]([CH3:1])[CH2:3]3)=[O:25])[CH2:22][CH2:23]2)[CH:13]=[CH:14][CH:15]=[CH:16][CH:17]=1. The yield is 0.200.